From a dataset of NCI-60 drug combinations with 297,098 pairs across 59 cell lines. Regression. Given two drug SMILES strings and cell line genomic features, predict the synergy score measuring deviation from expected non-interaction effect. (1) Drug 1: C1=NC2=C(N1)C(=S)N=CN2. Drug 2: CCN(CC)CCCC(C)NC1=C2C=C(C=CC2=NC3=C1C=CC(=C3)Cl)OC. Cell line: COLO 205. Synergy scores: CSS=38.2, Synergy_ZIP=-12.7, Synergy_Bliss=-2.61, Synergy_Loewe=-3.44, Synergy_HSA=0.782. (2) Cell line: NCIH23. Drug 2: CN(C)N=NC1=C(NC=N1)C(=O)N. Synergy scores: CSS=-3.12, Synergy_ZIP=0.219, Synergy_Bliss=-0.638, Synergy_Loewe=-4.86, Synergy_HSA=-3.25. Drug 1: CC1=CC2C(CCC3(C2CCC3(C(=O)C)OC(=O)C)C)C4(C1=CC(=O)CC4)C. (3) Drug 1: CC1=C2C(C(=O)C3(C(CC4C(C3C(C(C2(C)C)(CC1OC(=O)C(C(C5=CC=CC=C5)NC(=O)OC(C)(C)C)O)O)OC(=O)C6=CC=CC=C6)(CO4)OC(=O)C)O)C)O. Drug 2: C1CNP(=O)(OC1)N(CCCl)CCCl. Cell line: SK-OV-3. Synergy scores: CSS=8.35, Synergy_ZIP=-4.32, Synergy_Bliss=-1.79, Synergy_Loewe=-26.3, Synergy_HSA=-6.21. (4) Drug 1: CC1C(C(CC(O1)OC2CC(CC3=C2C(=C4C(=C3O)C(=O)C5=C(C4=O)C(=CC=C5)OC)O)(C(=O)C)O)N)O.Cl. Drug 2: CCCCCOC(=O)NC1=NC(=O)N(C=C1F)C2C(C(C(O2)C)O)O. Cell line: A549. Synergy scores: CSS=13.6, Synergy_ZIP=-0.632, Synergy_Bliss=2.07, Synergy_Loewe=-28.7, Synergy_HSA=0.707. (5) Drug 1: CN(C)C1=NC(=NC(=N1)N(C)C)N(C)C. Drug 2: CC1=C(C=C(C=C1)C(=O)NC2=CC(=CC(=C2)C(F)(F)F)N3C=C(N=C3)C)NC4=NC=CC(=N4)C5=CN=CC=C5. Cell line: IGROV1. Synergy scores: CSS=-2.57, Synergy_ZIP=-0.589, Synergy_Bliss=-3.85, Synergy_Loewe=-5.87, Synergy_HSA=-5.05. (6) Drug 1: COC1=C(C=C2C(=C1)N=CN=C2NC3=CC(=C(C=C3)F)Cl)OCCCN4CCOCC4. Drug 2: CN(CCCl)CCCl.Cl. Cell line: OVCAR-4. Synergy scores: CSS=21.3, Synergy_ZIP=-1.19, Synergy_Bliss=3.79, Synergy_Loewe=1.46, Synergy_HSA=3.03. (7) Drug 2: C1=CN(C(=O)N=C1N)C2C(C(C(O2)CO)O)O.Cl. Drug 1: C1=CC(=CC=C1CCC2=CNC3=C2C(=O)NC(=N3)N)C(=O)NC(CCC(=O)O)C(=O)O. Synergy scores: CSS=31.5, Synergy_ZIP=-5.33, Synergy_Bliss=-4.06, Synergy_Loewe=0.567, Synergy_HSA=2.08. Cell line: A498. (8) Drug 1: CCC1=CC2CC(C3=C(CN(C2)C1)C4=CC=CC=C4N3)(C5=C(C=C6C(=C5)C78CCN9C7C(C=CC9)(C(C(C8N6C)(C(=O)OC)O)OC(=O)C)CC)OC)C(=O)OC.C(C(C(=O)O)O)(C(=O)O)O. Synergy scores: CSS=34.4, Synergy_ZIP=9.85, Synergy_Bliss=8.21, Synergy_Loewe=-9.67, Synergy_HSA=6.25. Drug 2: CC1=C(C=C(C=C1)C(=O)NC2=CC(=CC(=C2)C(F)(F)F)N3C=C(N=C3)C)NC4=NC=CC(=N4)C5=CN=CC=C5. Cell line: EKVX. (9) Cell line: TK-10. Synergy scores: CSS=4.01, Synergy_ZIP=0.116, Synergy_Bliss=0.268, Synergy_Loewe=3.04, Synergy_HSA=-0.188. Drug 1: CC(C)NC(=O)C1=CC=C(C=C1)CNNC.Cl. Drug 2: C1CN(P(=O)(OC1)NCCCl)CCCl. (10) Drug 1: CCCCCOC(=O)NC1=NC(=O)N(C=C1F)C2C(C(C(O2)C)O)O. Synergy scores: CSS=5.67, Synergy_ZIP=-7.28, Synergy_Bliss=-8.78, Synergy_Loewe=-21.2, Synergy_HSA=-5.43. Drug 2: CC1=C2C(C(=O)C3(C(CC4C(C3C(C(C2(C)C)(CC1OC(=O)C(C(C5=CC=CC=C5)NC(=O)C6=CC=CC=C6)O)O)OC(=O)C7=CC=CC=C7)(CO4)OC(=O)C)O)C)OC(=O)C. Cell line: MDA-MB-231.